Dataset: M1 muscarinic receptor agonist screen with 61,833 compounds. Task: Binary Classification. Given a drug SMILES string, predict its activity (active/inactive) in a high-throughput screening assay against a specified biological target. The molecule is O=C1N(C(=O)NC(=O)C21Cc1c(N(C2)C)ccc(OC)c1)c1ccc(cc1)C. The result is 0 (inactive).